This data is from Reaction yield outcomes from USPTO patents with 853,638 reactions. The task is: Predict the reaction yield, written as a fraction of the theoretical maximum amount of product (1.0 means a 100% yield; for example, 0.34 means a 34% yield). (1) The reactants are [CH3:1][N:2]([CH3:25])[S:3]([N:6]1[C:10](SC2C=CC=CC=2)=[CH:9][N:8]=[C:7]1[Si:18]([C:21]([CH3:24])([CH3:23])[CH3:22])([CH3:20])[CH3:19])(=[O:5])=[O:4].[H-].[H-].[H-].[H-].[Li+].[Al+3].C1C[O:35][CH2:34]C1. No catalyst specified. The product is [CH3:25][N:2]([CH3:1])[S:3]([N:6]1[C:10]([CH:34]=[O:35])=[CH:9][N:8]=[C:7]1[Si:18]([C:21]([CH3:23])([CH3:24])[CH3:22])([CH3:19])[CH3:20])(=[O:5])=[O:4]. The yield is 0.980. (2) The reactants are [CH2:1]([O:3][C:4]1[C:5]([F:13])=[C:6]2[CH:12]=[CH:11][NH:10][C:7]2=[N:8][CH:9]=1)[CH3:2].[N+:14]([O-])([OH:16])=[O:15]. No catalyst specified. The product is [CH2:1]([O:3][C:4]1[C:5]([F:13])=[C:6]2[C:12]([N+:14]([O-:16])=[O:15])=[CH:11][NH:10][C:7]2=[N:8][CH:9]=1)[CH3:2]. The yield is 0.780. (3) The reactants are C([C@@H:4]1[CH2:7][C@H:6]([N:8]2[C:13](=[O:14])[C:12]([CH2:15][C:16]3[CH:21]=[CH:20][C:19]([C:22]4[C:23]([C:28]#[N:29])=[CH:24][CH:25]=[CH:26][CH:27]=4)=[CH:18][CH:17]=3)=[C:11]([CH2:30][CH2:31][CH3:32])[N:10]3[N:33]=[CH:34][N:35]=[C:9]23)[CH2:5]1)(=O)C.O.OO.FC(F)(F)C(OC(=O)C(F)(F)F)=[O:42].C(=O)([O-])O.[Na+].S([O-])([O-])(=O)=S.[Na+].[Na+]. The catalyst is C(Cl)(Cl)Cl. The product is [OH:42][C@@H:4]1[CH2:5][C@H:6]([N:8]2[C:13](=[O:14])[C:12]([CH2:15][C:16]3[CH:17]=[CH:18][C:19]([C:22]4[C:23]([C:28]#[N:29])=[CH:24][CH:25]=[CH:26][CH:27]=4)=[CH:20][CH:21]=3)=[C:11]([CH2:30][CH2:31][CH3:32])[N:10]3[N:33]=[CH:34][N:35]=[C:9]23)[CH2:7]1. The yield is 0.270. (4) The reactants are Cl[C:2]1[N:3]=[C:4]([NH:11][C@@H:12]2[CH2:17][CH2:16][C@H:15]([NH:18][C:19](=[O:22])[CH:20]=[CH2:21])[CH2:14][CH2:13]2)[C:5]2[CH:10]=[CH:9][S:8][C:6]=2[N:7]=1.[CH3:23][N:24]1[CH:28]=[C:27]([NH2:29])[CH:26]=[N:25]1.FC(F)(F)C(O)=O. The catalyst is C(O)(C)C. The product is [CH3:23][N:24]1[CH:28]=[C:27]([NH:29][C:2]2[N:3]=[C:4]([NH:11][C@@H:12]3[CH2:17][CH2:16][C@H:15]([NH:18][C:19](=[O:22])[CH:20]=[CH2:21])[CH2:14][CH2:13]3)[C:5]3[CH:10]=[CH:9][S:8][C:6]=3[N:7]=2)[CH:26]=[N:25]1. The yield is 0.337. (5) The reactants are [CH:1]1([OH:6])[CH2:5][CH2:4][CH2:3][CH2:2]1.N1C=CC=CC=1.[Cl:13][C:14](Cl)([O:16]C(=O)OC(Cl)(Cl)Cl)Cl. The catalyst is C(OCC)C. The product is [Cl:13][C:14]([O:6][CH:1]1[CH2:5][CH2:4][CH2:3][CH2:2]1)=[O:16]. The yield is 0.807. (6) The reactants are [Cl:1][C:2]1[CH:7]=[CH:6][C:5]([O:8][CH3:9])=[CH:4][C:3]=1[C:10]1[CH:15]=[CH:14][CH:13]=[C:12]([F:16])[CH:11]=1.S(=O)(=O)(O)O.[I:22]N1C(=O)CCC1=O. The catalyst is C(Cl)Cl.C(O)(=O)C.O. The product is [Cl:1][C:2]1[CH:7]=[C:6]([I:22])[C:5]([O:8][CH3:9])=[CH:4][C:3]=1[C:10]1[CH:15]=[CH:14][CH:13]=[C:12]([F:16])[CH:11]=1. The yield is 0.676. (7) The reactants are [BH4-].[Na+].[CH3:3][C:4]1[CH:5]=[C:6]([CH:9]=[CH:10][C:11]=1[S:12][CH3:13])[CH:7]=[O:8].Cl. The catalyst is C(O)C. The product is [CH3:3][C:4]1[CH:5]=[C:6]([CH2:7][OH:8])[CH:9]=[CH:10][C:11]=1[S:12][CH3:13]. The yield is 1.00.